Dataset: Forward reaction prediction with 1.9M reactions from USPTO patents (1976-2016). Task: Predict the product of the given reaction. (1) Given the reactants [CH2:1]([O:4][CH2:5][CH:6]([OH:9])[CH2:7][OH:8])[CH:2]=[CH2:3].S(O[CH2:15][CH2:16][CH2:17][CH2:18][CH2:19][CH2:20][CH2:21][CH2:22]/[CH:23]=[CH:24]\[CH2:25]/[CH:26]=[CH:27]\[CH2:28][CH2:29][CH2:30][CH2:31][CH3:32])(=O)(=O)C.[OH-].[Na+], predict the reaction product. The product is: [CH2:1]([O:4][CH2:5][CH:6]([O:9][CH2:15][CH2:16][CH2:17][CH2:18][CH2:19][CH2:20][CH2:21][CH2:22]/[CH:23]=[CH:24]\[CH2:25]/[CH:26]=[CH:27]\[CH2:28][CH2:29][CH2:30][CH2:31][CH3:32])[CH2:7][O:8][CH2:32][CH:31]=[CH2:30])[CH2:2][CH2:3][CH2:15][CH2:16][CH2:17][CH2:18][CH2:19]/[CH:20]=[CH:21]\[CH2:22]/[CH:23]=[CH:24]\[CH2:25][CH2:26][CH2:27][CH2:28][CH3:29]. (2) Given the reactants C(N(CC)CC)C.[CH3:8][O:9][C:10]([C:12]1[C:13]([C:18]2[CH:23]=[CH:22][C:21]([CH2:24][NH:25][C:26]3[CH:31]=[CH:30][CH:29]=[CH:28][CH:27]=3)=[CH:20][CH:19]=2)=[CH:14][CH:15]=[CH:16][CH:17]=1)=[O:11].[C:32](Cl)(=[O:37])[CH2:33][CH2:34][CH2:35][CH3:36], predict the reaction product. The product is: [CH3:8][O:9][C:10]([C:12]1[C:13]([C:18]2[CH:23]=[CH:22][C:21]([CH2:24][N:25]([C:26]3[CH:31]=[CH:30][CH:29]=[CH:28][CH:27]=3)[C:32](=[O:37])[CH2:33][CH2:34][CH2:35][CH3:36])=[CH:20][CH:19]=2)=[CH:14][CH:15]=[CH:16][CH:17]=1)=[O:11]. (3) Given the reactants [CH:1]12[CH2:7][CH:4]([CH2:5][CH2:6]1)[C:3](=O)[C:2]2=O.COP([CH2:16][C:17]([C:19]1[CH:24]=[CH:23][C:22]([Cl:25])=[CH:21][C:20]=1[CH3:26])=O)(=O)OC.O.[NH2:28][NH2:29], predict the reaction product. The product is: [Cl:25][C:22]1[CH:23]=[CH:24][C:19]([C:17]2[N:28]=[N:29][C:2]3[C@@H:1]4[CH2:7][C@H:4]([C:3]=3[CH:16]=2)[CH2:5][CH2:6]4)=[C:20]([CH3:26])[CH:21]=1. (4) Given the reactants [CH3:1][C:2]1[CH:7]=[C:6]([CH3:8])[CH:5]=[C:4]([CH3:9])[C:3]=1[S:10]([NH:13][C@@H:14]([CH2:28][CH3:29])[CH2:15][N:16]1[C:24]2[C:19](=[CH:20][C:21]([C:25]([OH:27])=O)=[CH:22][CH:23]=2)[CH:18]=[CH:17]1)(=[O:12])=[O:11].C[CH2:31][N:32](CC)CC.F[P-](F)(F)(F)(F)F.N1(O[P+](N(C)C)(N(C)C)N(C)C)C2C=CC=CC=2N=N1.CN, predict the reaction product. The product is: [CH3:31][NH:32][C:25]([C:21]1[CH:20]=[C:19]2[C:24](=[CH:23][CH:22]=1)[N:16]([CH2:15][C@@H:14]([NH:13][S:10]([C:3]1[C:4]([CH3:9])=[CH:5][C:6]([CH3:8])=[CH:7][C:2]=1[CH3:1])(=[O:11])=[O:12])[CH2:28][CH3:29])[CH:17]=[CH:18]2)=[O:27]. (5) Given the reactants [C:1]([OH:12])(=[O:11])/[CH:2]=[CH:3]/[CH2:4][CH2:5][CH2:6][CH2:7][CH2:8][CH2:9][CH3:10].[CH3:13][N:14]([CH3:20])[CH2:15][CH2:16][CH2:17][CH2:18]O, predict the reaction product. The product is: [C:1]([O:12][CH2:18][CH2:17][CH2:16][CH2:15][N:14]([CH3:20])[CH3:13])(=[O:11])/[CH:2]=[CH:3]/[CH2:4][CH2:5][CH2:6][CH2:7][CH2:8][CH2:9][CH3:10]. (6) Given the reactants [ClH:1].Cl.[CH3:3][C:4]1[CH:5]=[CH:6][N:7]2[CH:12]=[CH:11][N:10]=[C:9]([N:13]3[CH2:17][CH2:16][C@H:15]([NH2:18])[CH2:14]3)[C:8]=12.[Cl:19][C:20]1[CH:25]=[CH:24][C:23]([N:26]2[CH:30]=[CH:29][C:28]([C:31](O)=[O:32])=[N:27]2)=[CH:22][CH:21]=1.CN(C(ON1N=NC2C=CC=NC1=2)=[N+](C)C)C.F[P-](F)(F)(F)(F)F.C(N(CC)C(C)C)(C)C.C(O)(C(F)(F)F)=O, predict the reaction product. The product is: [Cl:19][C:20]1[CH:21]=[CH:22][C:23]([N:26]2[CH:30]=[CH:29][C:28]([C:31]([NH:18][C@H:15]3[CH2:16][CH2:17][N:13]([C:9]4[C:8]5[N:7]([CH:6]=[CH:5][C:4]=5[CH3:3])[CH:12]=[CH:11][N:10]=4)[CH2:14]3)=[O:32])=[N:27]2)=[CH:24][CH:25]=1.[ClH:1]. (7) The product is: [CH2:1]([N:8]1[CH2:13][CH2:12][CH:11]([C:14]2[CH:15]=[CH:16][C:17]([CH2:18][OH:19])=[CH:22][CH:23]=2)[CH:10]([OH:24])[CH2:9]1)[C:2]1[CH:3]=[CH:4][CH:5]=[CH:6][CH:7]=1.[NH3:8]. Given the reactants [CH2:1]([N:8]1[CH2:13][CH2:12][CH:11]([C:14]2[CH:23]=[CH:22][C:17]([C:18](OC)=[O:19])=[CH:16][CH:15]=2)[CH:10]([OH:24])[CH2:9]1)[C:2]1[CH:7]=[CH:6][CH:5]=[CH:4][CH:3]=1.[BH4-].[Li+].O, predict the reaction product.